From a dataset of Reaction yield outcomes from USPTO patents with 853,638 reactions. Predict the reaction yield, written as a fraction of the theoretical maximum amount of product (1.0 means a 100% yield; for example, 0.34 means a 34% yield). (1) The reactants are [I-].C[N+]1[CH:7]=[CH:6][N:5]([C:8]([N:10]2[CH2:19][CH2:18][C:17]3[N:16]=[CH:15][C:14]([C:20]([F:23])([F:22])[F:21])=[CH:13][C:12]=3[CH2:11]2)=[O:9])[CH:4]=1.N1CC[CH:26]([OH:29])C1.CCN(CC)CC. The catalyst is C(Cl)Cl. The product is [OH:29][CH:26]1[CH2:7][CH2:6][N:5]([C:8]([N:10]2[CH2:19][CH2:18][C:17]3[N:16]=[CH:15][C:14]([C:20]([F:21])([F:23])[F:22])=[CH:13][C:12]=3[CH2:11]2)=[O:9])[CH2:4]1. The yield is 0.330. (2) The reactants are [CH3:1][O:2][C:3]1[C:4]2[CH2:5][C:6]3[CH2:10][N:9]([C@@H:11]([CH2:15][CH:16]4[CH2:21][CH2:20][CH2:19][CH2:18][CH2:17]4)[C:12]([OH:14])=O)[C:8](=[O:22])[C:7]=3[O:23][C:24]=2[CH:25]=[CH:26][CH:27]=1.[NH2:28][C:29]1[S:30][CH:31]=[CH:32][N:33]=1.ON1C2C=CC=CC=2N=N1. The catalyst is C(Cl)Cl.O. The product is [CH:16]1([CH2:15][C@H:11]([N:9]2[CH2:10][C:6]3[CH2:5][C:4]4[C:3]([O:2][CH3:1])=[CH:27][CH:26]=[CH:25][C:24]=4[O:23][C:7]=3[C:8]2=[O:22])[C:12]([NH:28][C:29]2[S:30][CH:31]=[CH:32][N:33]=2)=[O:14])[CH2:21][CH2:20][CH2:19][CH2:18][CH2:17]1. The yield is 0.279. (3) The reactants are [Cl:1][C:2]1[C:7]([Cl:8])=[CH:6][C:5]([C:9]2([CH2:24]O)[C:17]3[C:12](=[CH:13][CH:14]=[CH:15][CH:16]=3)[N:11]([CH2:18][CH2:19][CH2:20][CH2:21][CH3:22])[C:10]2=[O:23])=[C:4]([OH:26])[CH:3]=1.C1(CCN2C3C(=CC=CC=3)C(C3C(O)=CC4OCOC=4C=3)(CO)C2=O)CC1. No catalyst specified. The product is [Cl:8][C:7]1[C:2]([Cl:1])=[CH:3][C:4]2[O:26][CH2:24][C:9]3([C:17]4[C:12](=[CH:13][CH:14]=[CH:15][CH:16]=4)[N:11]([CH2:18][CH2:19][CH2:20][CH2:21][CH3:22])[C:10]3=[O:23])[C:5]=2[CH:6]=1. The yield is 0.430. (4) The reactants are [CH3:1][O:2][C:3](=[O:12])[C:4]1[CH:9]=[C:8]([I:10])[CH:7]=[N:6][C:5]=1Cl.C(=O)([O-])[O-].[K+].[K+].[O:19]([C:26]1[CH:31]=[CH:30][C:29]([OH:32])=[CH:28][CH:27]=1)[C:20]1[CH:25]=[CH:24][CH:23]=[CH:22][CH:21]=1. The catalyst is CN(C=O)C. The product is [CH3:1][O:2][C:3](=[O:12])[C:4]1[CH:9]=[C:8]([I:10])[CH:7]=[N:6][C:5]=1[O:32][C:29]1[CH:28]=[CH:27][C:26]([O:19][C:20]2[CH:25]=[CH:24][CH:23]=[CH:22][CH:21]=2)=[CH:31][CH:30]=1. The yield is 0.602. (5) The reactants are [NH2:1][C:2]1[CH:10]=[CH:9][CH:8]=[C:7]([CH3:11])[C:3]=1[C:4]([OH:6])=O.O=S(Cl)Cl.[Cl:16][C:17]1[CH:23]=[CH:22][CH:21]=[CH:20][C:18]=1[NH2:19].C(Cl)(Cl)Cl. The catalyst is C1C=CC=CC=1. The product is [NH2:1][C:2]1[CH:10]=[CH:9][CH:8]=[C:7]([CH3:11])[C:3]=1[C:4]([NH:19][C:18]1[CH:20]=[CH:21][CH:22]=[CH:23][C:17]=1[Cl:16])=[O:6]. The yield is 0.510. (6) The reactants are C([O:5][C:6](=[O:33])[CH2:7][N:8]1[C:16]2[C:11](=[CH:12][CH:13]=[C:14]([C:17]([O:19][CH3:20])=[O:18])[CH:15]=2)[C:10]([CH:21]2[CH2:26][CH2:25][CH2:24][CH2:23][CH2:22]2)=[C:9]1[C:27]1[CH:32]=[CH:31][CH:30]=[CH:29][CH:28]=1)(C)(C)C.C(O)(C(F)(F)F)=O. The catalyst is C(Cl)Cl.O. The product is [CH:21]1([C:10]2[C:11]3[C:16](=[CH:15][C:14]([C:17]([O:19][CH3:20])=[O:18])=[CH:13][CH:12]=3)[N:8]([CH2:7][C:6]([OH:33])=[O:5])[C:9]=2[C:27]2[CH:32]=[CH:31][CH:30]=[CH:29][CH:28]=2)[CH2:22][CH2:23][CH2:24][CH2:25][CH2:26]1. The yield is 0.980. (7) The reactants are Br[C:2]1[CH:3]=[C:4]([CH:8]2[CH2:13][CH2:12][O:11][C:10]([CH3:15])([CH3:14])[O:9]2)[CH:5]=[CH:6][CH:7]=1.C([Li])CCC.[C:21](=[O:23])=[O:22].[Cl-].[NH4+]. The catalyst is C1COCC1.CCCCCC. The product is [CH3:14][C:10]1([CH3:15])[O:9][CH:8]([C:4]2[CH:3]=[C:2]([CH:7]=[CH:6][CH:5]=2)[C:21]([OH:23])=[O:22])[CH2:13][CH2:12][O:11]1. The yield is 0.630. (8) The reactants are C(OC([N:8]1[CH2:12][CH2:11][CH:10]([CH:13]([NH:19]C(OC(C)(C)C)=O)[C:14]([C:17]#[N:18])([CH3:16])[CH3:15])[CH2:9]1)=O)(C)(C)C.[ClH:27]. The catalyst is C(Cl)Cl.O1CCOCC1. The product is [ClH:27].[ClH:27].[NH2:19][CH:13]([CH:10]1[CH2:11][CH2:12][NH:8][CH2:9]1)[C:14]([CH3:16])([CH3:15])[C:17]#[N:18]. The yield is 0.730. (9) The reactants are [Br:1][C:2]1[CH:7]=[C:6]([F:8])[CH:5]=[CH:4][C:3]=1[CH:9]1[C:14]([C:15]([O:17][CH2:18][CH3:19])=[O:16])=[C:13]([CH2:20]Br)[NH:12][C:11]([C:22]2[S:23][CH:24]=[CH:25][N:26]=2)=[N:10]1.[NH:27]1[CH2:32][CH2:31][O:30][CH2:29][CH:28]1[CH2:33][CH:34]([CH2:37][OH:38])[CH2:35][OH:36]. No catalyst specified. The product is [Br:1][C:2]1[CH:7]=[C:6]([F:8])[CH:5]=[CH:4][C:3]=1[CH:9]1[C:14]([C:15]([O:17][CH2:18][CH3:19])=[O:16])=[C:13]([CH2:20][N:27]2[CH2:32][CH2:31][O:30][CH2:29][CH:28]2[CH2:33][CH:34]([CH2:37][OH:38])[CH2:35][OH:36])[NH:12][C:11]([C:22]2[S:23][CH:24]=[CH:25][N:26]=2)=[N:10]1. The yield is 0.440.